This data is from Experimentally validated miRNA-target interactions with 360,000+ pairs, plus equal number of negative samples. The task is: Binary Classification. Given a miRNA mature sequence and a target amino acid sequence, predict their likelihood of interaction. (1) The miRNA is hsa-let-7d-5p with sequence AGAGGUAGUAGGUUGCAUAGUU. The protein sequence of the target gene is MTLQWAAVATFLYAEIGLILIFCLPFIPPQRWQKIFSFNVWGKIATFWNKAFLTIIILLIVLFLDAVREVRKYSSVHTIEKSSTSRPDAYEHTQMKLFRSQRNLYISGFSLFFWLVLRRLVTLITQLAKELSNKGVLKTQAENTNKAAKKFMEENEKLKRILKSHGKDEECVLEAENKKLVEDQEKLKTELRKTSDALSKAQNDVMEMKMQSERLSKEYDQLLKEHSELQDRLERGNKKRL. Result: 0 (no interaction). (2) The miRNA is rno-miR-21-3p with sequence CAACAGCAGUCGAUGGGCUGUC. The protein sequence of the target gene is MGPGWAGLLQDKGGGSPSVVMSDTDSDEESAGGGPFSLTGFLFGNINGAGQLEGESVLDDECKKHLAGLGALGLGSLITELTANEELSGSDGALVNDEGWIRSREDAVDYSDINEVAEDESRRYQQTMGSLQPLCHTDYDEDDYDADCEDIDCKLMPPPPPPPGPLKKEKDQDDITGVSEDGEGIILPSIIAPSSLASEKVDFSSSSDSESEMGPQDAAQSESKDGQLTLPLAGIMQHDATKLLPSVTELFPEFRPGKVLRFLRLFGPGKNVPSVWRSARRKRKKKHRELIQEGQVQEEE.... Result: 0 (no interaction). (3) Result: 1 (interaction). The protein sequence of the target gene is MAEYTRLHNALALIRLRNPPVNAISTTLLRDIKEGLQKAVIDHTIKAIVICGAEGKFSAGADIRGFSAPRTFGLTLGHVVDEIQRNEKPVVAAIQGMAFGGGLELALGCHYRIAHAEAQVGLPEVTLGLLPGARGTQLLPRLTGVPAALDLITSGRRILADEALKLGILDKVVNSDPVEEAIRFAQRVSDQPLESRRLCNKPIQSLPNMDSIFSEALLKMRRQHPGCLAQEACVRAVQAAVQYPYEVGIKKEEELFLYLLQSGQARALQYAFFAERKANKWSTPSGASWKTASARPVSSV.... The miRNA is hsa-miR-6889-3p with sequence UCUGUGCCCCUACUUCCCAG. (4) The miRNA is hsa-miR-3147 with sequence GGUUGGGCAGUGAGGAGGGUGUGA. The protein sequence of the target gene is MTHCCSPGCQPTCCRTTCCRTTCWQPTIVTTCSSTPCCQPSCCVSSCCQPYCHPTCCQNTCCRTTCCQPTCVTSCCQPSCCSTPCYQPICCGSSCCGQTSCGSSCGQSSSCAPVYCRRTCYHPTTVCLPGCLNQSCGSSCCQPCYCPACCVSSCCQHSCC. Result: 0 (no interaction). (5) The miRNA is mmu-miR-363-3p with sequence AAUUGCACGGUAUCCAUCUGUA. The protein sequence of the target gene is MSMLVVFLLLWGVTWGPVTEAAIFYETQPSLWAESESLLKPLANVTLTCQAHLETPDFQLFKNGVAQEPVHLDSPAIKHQFLLTGDTQGRYRCRSGLSTGWTQLSKLLELTGPKSLPAPWLSMAPVSWITPGLKTTAVCRGVLRGVTFLLRREGDHEFLEVPEAQEDVEATFPVHQPGNYSCSYRTDGEGALSEPSATVTIEELAAPPPPVLMHHGESSQVLHPGNKVTLTCVAPLSGVDFQLRRGEKELLVPRSSTSPDRIFFHLNAVALGDGGHYTCRYRLHDNQNGWSGDSAPVELI.... Result: 0 (no interaction). (6) The miRNA is mmu-miR-466q with sequence GUGCACACACACACAUACGU. The protein sequence of the target gene is MLIQKNQCHITRTRENCDCTMNTVNEDLCLSASTLGSSSVTTQLVDPLDRKICLIRRQNDVKKRVIWGIEVAEKLHWKGWELGKETTRTLVLKNLSLKTQKMKYRPPKTKFFFTIIPQPIFLSPGITLTLPIVFRPLEAKEYTDQLWFEKEEGVFCVTLKATLPCYKLDCPSSLQLPMCALGDTVETWFCLNNVGDLPTFFTWEVPAPFQILPTTGLLEPGLGCKIKVTFEPLIAVIHEVEALCWYGKGNKQKNSINIQAAAKCAQLLVSIKHKGLEDQDQEGFQKVVHFGYVSVGSVAE.... Result: 1 (interaction). (7) The miRNA is hsa-miR-6792-3p with sequence CUCCUCCACAGCCCCUGCUCAU. The protein sequence of the target gene is MDCCTESACSKPDDDILDIPLDDPGANAAAAKIQASFRGHMARKKIKSGECGRKGPGPGGPGGAGGARGGAGGGPSGD. Result: 0 (no interaction). (8) The miRNA is hsa-miR-6734-5p with sequence UUGAGGGGAGAAUGAGGUGGAGA. The protein sequence of the target gene is MAGKELKQCQQQADEVTEIMLNNFDKVLERHGKLAELEQRSDQLLDMSSAFSKTTKTLAQQKRWENIRCRVYLGLAVAVGLLIILIVLLVVFLPSGGDSSKP. Result: 0 (no interaction).